From a dataset of Reaction yield outcomes from USPTO patents with 853,638 reactions. Predict the reaction yield, written as a fraction of the theoretical maximum amount of product (1.0 means a 100% yield; for example, 0.34 means a 34% yield). (1) The reactants are Br[C:2]1[N:3]=[C:4]([C:9]2[O:10][C:11]([C:14]3[CH:19]=[CH:18][CH:17]=[CH:16][CH:15]=3)=[N:12][N:13]=2)[C:5]([NH2:8])=[N:6][CH:7]=1.C(=O)([O-])[O-].[Cs+].[Cs+].[N:26]1[CH:31]=[CH:30][C:29]([OH:32])=[CH:28][CH:27]=1. The catalyst is CN(C=O)C.[Cu]. The product is [NH2:8][C:5]1[N:6]=[CH:7][C:2]([N:26]2[CH:31]=[CH:30][C:29](=[O:32])[CH:28]=[CH:27]2)=[N:3][C:4]=1[C:9]1[O:10][C:11]([C:14]2[CH:19]=[CH:18][CH:17]=[CH:16][CH:15]=2)=[N:12][N:13]=1. The yield is 0.250. (2) The reactants are [CH2:1]([N:8]1[C:12](=[O:13])[C:11](=[CH:14][N:15]([CH3:23])[C:16]2[CH:21]=[CH:20][C:19]([OH:22])=[CH:18][CH:17]=2)[S:10][C:9]1=[S:24])[C:2]1[CH:7]=[CH:6][CH:5]=[CH:4][CH:3]=1.C([O-])([O-])=O.[K+].[K+].[CH3:31][O:32][CH2:33][CH2:34]Br. The catalyst is CN(C=O)C. The product is [CH2:1]([N:8]1[C:12](=[O:13])[C:11](=[CH:14][N:15]([CH3:23])[C:16]2[CH:17]=[CH:18][C:19]([O:22][CH2:34][CH2:33][O:32][CH3:31])=[CH:20][CH:21]=2)[S:10][C:9]1=[S:24])[C:2]1[CH:3]=[CH:4][CH:5]=[CH:6][CH:7]=1. The yield is 0.730. (3) The reactants are [CH3:1][O:2][C:3]1[CH:4]=[CH:5][C:6]([S:10][CH2:11][C:12]2[CH:17]=[CH:16][CH:15]=[C:14]([N+:18]([O-:20])=[O:19])[CH:13]=2)=[C:7]([CH:9]=1)[NH2:8].[O:21]1[C:25]2[CH:26]=[CH:27][CH:28]=[CH:29][C:24]=2[CH:23]=[C:22]1[S:30](Cl)(=[O:32])=[O:31]. The catalyst is N1C=CC=CC=1. The product is [CH3:1][O:2][C:3]1[CH:4]=[CH:5][C:6]([S:10][CH2:11][C:12]2[CH:17]=[CH:16][CH:15]=[C:14]([N+:18]([O-:20])=[O:19])[CH:13]=2)=[C:7]([NH:8][S:30]([C:22]2[O:21][C:25]3[CH:26]=[CH:27][CH:28]=[CH:29][C:24]=3[CH:23]=2)(=[O:31])=[O:32])[CH:9]=1. The yield is 0.560. (4) The reactants are C(OC([N:8]1[CH2:13][CH2:12][N:11]([CH2:14][C:15]2[CH:20]=[CH:19][C:18]([O:21][CH2:22][CH2:23][CH2:24][N:25]3[CH2:30][CH2:29][CH2:28][CH2:27][CH2:26]3)=[CH:17][CH:16]=2)[CH2:10][CH2:9]1)=O)(C)(C)C.[Cl:31]CCl.CO.[ClH:36]. The catalyst is C(OCC)C. The product is [ClH:31].[ClH:36].[ClH:31].[N:25]1([CH2:24][CH2:23][CH2:22][O:21][C:18]2[CH:19]=[CH:20][C:15]([CH2:14][N:11]3[CH2:12][CH2:13][NH:8][CH2:9][CH2:10]3)=[CH:16][CH:17]=2)[CH2:26][CH2:27][CH2:28][CH2:29][CH2:30]1. The yield is 0.930. (5) The product is [C:13]1([C:11](=[C:22]2[CH2:23][C:24]([CH3:27])([CH3:26])[CH2:25][C:20]([CH3:29])([CH3:19])[CH2:21]2)[C:8]2[CH:9]=[CH:10][C:5]([O:4][CH2:3][CH2:2][OH:1])=[CH:6][CH:7]=2)[CH:18]=[CH:17][CH:16]=[CH:15][CH:14]=1. The catalyst is C1COCC1.[Zn].Cl[Ti](Cl)(Cl)Cl. The reactants are [OH:1][CH2:2][CH2:3][O:4][C:5]1[CH:10]=[CH:9][C:8]([C:11]([C:13]2[CH:18]=[CH:17][CH:16]=[CH:15][CH:14]=2)=O)=[CH:7][CH:6]=1.[CH3:19][C:20]1([CH3:29])[CH2:25][C:24]([CH3:27])([CH3:26])[CH2:23][C:22](=O)[CH2:21]1. The yield is 0.780. (6) The reactants are [F:1][C:2]1[C:3]([NH:16][C:17]2[CH:22]=[CH:21][C:20]([C:23]#[C:24][CH2:25][O:26]C3CCCCO3)=[CH:19][C:18]=2[F:33])=[C:4]([CH:12]=[CH:13][C:14]=1[F:15])[C:5]([NH:7][O:8][CH2:9][CH2:10][OH:11])=[O:6]. The catalyst is CCO.Cl.O. The product is [F:1][C:2]1[C:3]([NH:16][C:17]2[CH:22]=[CH:21][C:20]([C:23]#[C:24][CH2:25][OH:26])=[CH:19][C:18]=2[F:33])=[C:4]([CH:12]=[CH:13][C:14]=1[F:15])[C:5]([NH:7][O:8][CH2:9][CH2:10][OH:11])=[O:6]. The yield is 1.00.